Predict the reaction yield, written as a fraction of the theoretical maximum amount of product (1.0 means a 100% yield; for example, 0.34 means a 34% yield). From a dataset of Reaction yield outcomes from USPTO patents with 853,638 reactions. (1) The reactants are Cl.[NH2:2][C@@H:3]1[CH2:8][CH2:7][C@H:6]([NH:9][C:10](=[O:14])[CH:11]([CH3:13])[CH3:12])[CH2:5][CH2:4]1.CCN(C(C)C)C(C)C.F[C:25]1[CH:26]=[C:27]([CH2:34][OH:35])[CH:28]=[CH:29][C:30]=1[N+:31]([O-:33])=[O:32]. The catalyst is C(#N)C. The product is [OH:35][CH2:34][C:27]1[CH:28]=[CH:29][C:30]([N+:31]([O-:33])=[O:32])=[C:25]([NH:2][C@@H:3]2[CH2:4][CH2:5][C@H:6]([NH:9][C:10](=[O:14])[CH:11]([CH3:12])[CH3:13])[CH2:7][CH2:8]2)[CH:26]=1. The yield is 0.637. (2) The reactants are Cl.Br[C:3]1[CH:4]=[C:5]2[C:10](=[CH:11][CH:12]=1)[N:9]=[CH:8][N:7]=[C:6]2[NH:13][C:14]1[CH:19]=[CH:18][C:17]([F:20])=[C:16]([Cl:21])[CH:15]=1.[S:22]1[CH:26]=[CH:25][C:24](B(OC(C)C)OC(C)C)=[CH:23]1. No catalyst specified. The product is [Cl:21][C:16]1[CH:15]=[C:14]([CH:19]=[CH:18][C:17]=1[F:20])[NH:13][C:6]1[C:5]2[C:10](=[CH:11][CH:12]=[C:3]([C:24]3[CH:25]=[CH:26][S:22][CH:23]=3)[CH:4]=2)[N:9]=[CH:8][N:7]=1. The yield is 0.510. (3) The reactants are [Si:1]([O:8][C@@H:9]1[C@@:28]2([CH3:29])[C:13](=[CH:14][CH:15]=[C:16]3[C@@H:27]2[CH2:26][CH2:25][C@@:24]2([CH3:30])[C@H:17]3[CH2:18][CH:19]=[C:20]2[C@H:21]([OH:23])[CH3:22])[CH2:12][C@@H:11]([O:31][Si:32]([C:35]([CH3:38])([CH3:37])[CH3:36])([CH3:34])[CH3:33])[CH2:10]1)([C:4]([CH3:7])([CH3:6])[CH3:5])([CH3:3])[CH3:2].[H-].[Na+].C1OCCOCCOCCOCCOC1.Br[CH2:57][C:58]#[C:59][C:60]([CH3:70])([O:62][Si:63]([CH2:68][CH3:69])([CH2:66][CH3:67])[CH2:64][CH3:65])[CH3:61]. The catalyst is O1CCCC1. The product is [Si:1]([O:8][C@@H:9]1[C@@:28]2([CH3:29])[C:13](=[CH:14][CH:15]=[C:16]3[C@@H:27]2[CH2:26][CH2:25][C@@:24]2([CH3:30])[C@H:17]3[CH2:18][CH:19]=[C:20]2[C@H:21]([O:23][CH2:57][C:58]#[C:59][C:60]([CH3:61])([O:62][Si:63]([CH2:68][CH3:69])([CH2:66][CH3:67])[CH2:64][CH3:65])[CH3:70])[CH3:22])[CH2:12][C@@H:11]([O:31][Si:32]([C:35]([CH3:37])([CH3:36])[CH3:38])([CH3:33])[CH3:34])[CH2:10]1)([C:4]([CH3:7])([CH3:6])[CH3:5])([CH3:3])[CH3:2]. The yield is 0.930. (4) The reactants are [Br:1][C:2]1[CH:9]=[CH:8][CH:7]=[C:6]([OH:10])[C:3]=1[CH:4]=O.Br[CH2:12][C:13]([C:15]1[CH:20]=[CH:19][C:18]([F:21])=[C:17]([Cl:22])[CH:16]=1)=[O:14]. No catalyst specified. The product is [Br:1][C:2]1[C:3]2[CH:4]=[C:12]([C:13]([C:15]3[CH:20]=[CH:19][C:18]([F:21])=[C:17]([Cl:22])[CH:16]=3)=[O:14])[O:10][C:6]=2[CH:7]=[CH:8][CH:9]=1. The yield is 0.630. (5) The reactants are C(N(CC)CC)C.[CH3:8][C:9]1[C:10]([CH2:18]O)=[CH:11][C:12]2[CH2:16][O:15][CH2:14][C:13]=2[CH:17]=1.[Cl:20]CCl.CS(Cl)(=O)=O. The catalyst is O. The product is [Cl:20][CH2:18][C:10]1[C:9]([CH3:8])=[CH:17][C:13]2[CH2:14][O:15][CH2:16][C:12]=2[CH:11]=1. The yield is 0.610. (6) The reactants are [CH:1](Cl)([OH:5])[CH:2]([Cl:4])[Cl:3].C(N([CH2:12][CH3:13])CC)C.C([Cl:18])(=O)C=C.O.C([O:22][CH2:23]C)C. The yield is 0.789. No catalyst specified. The product is [Cl:3][C:2]([Cl:18])([Cl:4])[CH2:1][O:5][C:23](=[O:22])[CH:12]=[CH2:13]. (7) The reactants are [NH2:1][C:2]1[CH:7]=[CH:6][C:5]([C:8]2[C:9]([NH2:17])=[N:10][C:11]([NH2:16])=[N:12][C:13]=2[CH2:14][CH3:15])=[CH:4][CH:3]=1.C(N(C(C)C)CC)(C)C.ClC(Cl)(O[C:31](=[O:37])OC(Cl)(Cl)Cl)Cl.[CH2:39]([NH2:47])[CH2:40][C:41]1[CH:46]=[CH:45][CH:44]=[CH:43][CH:42]=1. The catalyst is C1COCC1.CS(C)=O. The product is [NH2:16][C:11]1[N:10]=[C:9]([NH2:17])[C:8]([C:5]2[CH:4]=[CH:3][C:2]([NH:1][C:31]([NH:47][CH2:39][CH2:40][C:41]3[CH:46]=[CH:45][CH:44]=[CH:43][CH:42]=3)=[O:37])=[CH:7][CH:6]=2)=[C:13]([CH2:14][CH3:15])[N:12]=1. The yield is 0.640. (8) The reactants are FC(F)(F)C(O)=O.[C:8]([O:12][CH:13]([C:18]1[C:23]([CH3:24])=[CH:22][CH:21]=[C:20]([O:25]CC2C=CC(OC)=CC=2)[C:19]=1[C:35]1[CH:40]=[CH:39][C:38]([N+:41]([O-:43])=[O:42])=[CH:37][CH:36]=1)[C:14]([O:16][CH3:17])=[O:15])([CH3:11])([CH3:10])[CH3:9]. The catalyst is ClCCl. The product is [C:8]([O:12][CH:13]([C:18]1[C:23]([CH3:24])=[CH:22][CH:21]=[C:20]([OH:25])[C:19]=1[C:35]1[CH:36]=[CH:37][C:38]([N+:41]([O-:43])=[O:42])=[CH:39][CH:40]=1)[C:14]([O:16][CH3:17])=[O:15])([CH3:11])([CH3:9])[CH3:10]. The yield is 0.870. (9) The reactants are [F:1][C:2]1[CH:3]=[C:4]([CH:8]=[C:9]([F:11])[CH:10]=1)[C:5](Cl)=[O:6].[CH2:12]([NH:19][C:20]([C:22]1[S:26][C:25]([NH2:27])=[N:24][C:23]=1[CH3:28])=[O:21])[C:13]1[CH:18]=[CH:17][CH:16]=[CH:15][CH:14]=1. No catalyst specified. The product is [CH2:12]([NH:19][C:20]([C:22]1[S:26][C:25]([NH:27][C:5](=[O:6])[C:4]2[CH:3]=[C:2]([F:1])[CH:10]=[C:9]([F:11])[CH:8]=2)=[N:24][C:23]=1[CH3:28])=[O:21])[C:13]1[CH:18]=[CH:17][CH:16]=[CH:15][CH:14]=1. The yield is 0.480. (10) The reactants are [Cl:1][C:2]1[CH:7]=[C:6]([O:8][C:9]2[C:18]3[C:13](=[CH:14][C:15]([O:20][CH3:21])=[C:16]([OH:19])[CH:17]=3)[N:12]=[CH:11][N:10]=2)[CH:5]=[CH:4][C:3]=1[NH:22][C:23]([NH:25][CH2:26][CH2:27][CH3:28])=[O:24].C(=O)([O-])[O-].[K+].[K+].[Br:35][CH2:36][CH2:37][CH2:38]Br. The catalyst is CN(C)C=O. The product is [Br:35][CH2:36][CH2:37][CH2:38][O:19][C:16]1[CH:17]=[C:18]2[C:13](=[CH:14][C:15]=1[O:20][CH3:21])[N:12]=[CH:11][N:10]=[C:9]2[O:8][C:6]1[CH:5]=[CH:4][C:3]([NH:22][C:23]([NH:25][CH2:26][CH2:27][CH3:28])=[O:24])=[C:2]([Cl:1])[CH:7]=1. The yield is 0.710.